Dataset: Full USPTO retrosynthesis dataset with 1.9M reactions from patents (1976-2016). Task: Predict the reactants needed to synthesize the given product. (1) Given the product [C:1]([C:3]1[C:22]([NH:33][C:27]2[CH:28]=[CH:29][C:30]([I:32])=[CH:31][C:26]=2[F:25])=[CH:21][C:20]([F:24])=[CH:19][C:4]=1[O:5][C:6]1[CH:7]=[C:8]([NH:12][S:13]([N:16]([CH3:18])[CH3:17])(=[O:15])=[O:14])[CH:9]=[CH:10][CH:11]=1)#[N:2], predict the reactants needed to synthesize it. The reactants are: [C:1]([C:3]1[C:22](F)=[CH:21][C:20]([F:24])=[CH:19][C:4]=1[O:5][C:6]1[CH:7]=[C:8]([NH:12][S:13]([N:16]([CH3:18])[CH3:17])(=[O:15])=[O:14])[CH:9]=[CH:10][CH:11]=1)#[N:2].[F:25][C:26]1[CH:31]=[C:30]([I:32])[CH:29]=[CH:28][C:27]=1[NH2:33].CC(C)([O-])C.[K+]. (2) Given the product [C:63]([O:67][C:68](=[O:79])[CH2:69][C:70]1[CH:75]=[CH:74][C:73]([NH:76][C:30]([C@@H:20]2[NH:19][C@@H:18]([CH2:33][C:34]([CH3:36])([CH3:37])[CH3:35])[C@:17]3([C:12]4[C:13](=[CH:14][C:9]([Cl:8])=[CH:10][CH:11]=4)[NH:15][C:16]3=[O:38])[C@H:21]2[C:22]2[CH:27]=[CH:26][CH:25]=[C:24]([Cl:28])[C:23]=2[F:29])=[O:31])=[C:72]([O:77][CH3:78])[CH:71]=1)([CH3:65])([CH3:66])[CH3:64], predict the reactants needed to synthesize it. The reactants are: FC(F)(F)C(O)=O.[Cl:8][C:9]1[CH:14]=[C:13]2[NH:15][C:16](=[O:38])[C@:17]3([C@@H:21]([C:22]4[CH:27]=[CH:26][CH:25]=[C:24]([Cl:28])[C:23]=4[F:29])[C@H:20]([C:30](O)=[O:31])[NH:19][C@H:18]3[CH2:33][C:34]([CH3:37])([CH3:36])[CH3:35])[C:12]2=[CH:11][CH:10]=1.C(N(C(C)C)CC)(C)C.C1(P(Cl)(C2C=CC=CC=2)=O)C=CC=CC=1.[C:63]([O:67][C:68](=[O:79])[CH2:69][C:70]1[CH:75]=[CH:74][C:73]([NH2:76])=[C:72]([O:77][CH3:78])[CH:71]=1)([CH3:66])([CH3:65])[CH3:64]. (3) Given the product [CH2:23]([N:3]1[C:4]2[CH:5]=[CH:6][CH:7]=[C:8]3[C@@H:13]4[CH2:14][NH:15][CH2:16][CH2:17][C@@H:12]4[N:10]([C:9]=23)[CH2:11][CH2:2]1)[CH3:24], predict the reactants needed to synthesize it. The reactants are: O=[C:2]1[CH2:11][N:10]2[C@H:12]3[CH2:17][CH2:16][N:15](C(OCC)=O)[CH2:14][C@H:13]3[C:8]3[C:9]2=[C:4]([CH:5]=[CH:6][CH:7]=3)[NH:3]1.[CH2:23](I)[CH3:24]. (4) The reactants are: [N:1]1([C:12](=[O:13])[C:11]2[NH:10][CH:9]=[N:8][C:7]=2[N:5]([CH3:6])[C:3]1=[O:4])[CH3:2].[Br:14]Br. Given the product [Br:14][C:9]1[NH:10][C:11]2[C:12](=[O:13])[N:1]([CH3:2])[C:3](=[O:4])[N:5]([CH3:6])[C:7]=2[N:8]=1, predict the reactants needed to synthesize it. (5) The reactants are: [CH3:1][O:2][C:3]1[CH:11]=[CH:10][C:6]([C:7]([OH:9])=O)=[C:5]([O:12]C(=O)C)[CH:4]=1.[NH2:16][C@H:17]1[CH2:22][C:21]2[C:23]([N:27]3[CH2:32][CH2:31][N:30]([CH3:33])[CH2:29][CH2:28]3)=[CH:24][CH:25]=[CH:26][C:20]=2[O:19][CH2:18]1.C(N(CC)CC)C. Given the product [CH3:33][N:30]1[CH2:31][CH2:32][N:27]([C:23]2[C:21]3[CH2:22][C@H:17]([NH:16][C:7](=[O:9])[C:6]4[CH:10]=[CH:11][C:3]([O:2][CH3:1])=[CH:4][C:5]=4[OH:12])[CH2:18][O:19][C:20]=3[CH:26]=[CH:25][CH:24]=2)[CH2:28][CH2:29]1, predict the reactants needed to synthesize it. (6) Given the product [NH:5]1[C:6]2[CH:15]=[CH:14][CH:13]=[C:8]([C:9]([O:11][CH3:12])=[O:10])[C:7]=2[CH:16]=[N:22]1, predict the reactants needed to synthesize it. The reactants are: N([O-])=O.[Na+].[NH2:5][C:6]1[C:7]([CH3:16])=[C:8]([CH:13]=[CH:14][CH:15]=1)[C:9]([O:11][CH3:12])=[O:10].F[B-](F)(F)F.[NH4+:22].Cl.C([O-])(=O)C.[K+]. (7) Given the product [CH3:3][N:19]1[CH2:20][CH2:21][O:22][C@@H:17]([CH:16]([NH:23][C:24]2[CH:37]=[C:36]3[C:27]([O:28][C:29]4[C:30]([C:38]5[NH:43][C:42](=[O:44])[CH:41]=[C:40]([N:45]6[CH2:50][CH2:49][O:48][CH2:47][CH2:46]6)[CH:39]=5)=[CH:31][CH:32]=[CH:33][C:34]=4[CH2:35]3)=[CH:26][CH:25]=2)[C:13]2[CH:12]=[CH:11][C:10]([CH3:9])=[CH:15][N:14]=2)[CH2:18]1, predict the reactants needed to synthesize it. The reactants are: B.N1C=CC=C[C:3]=1C.[CH3:9][C:10]1[CH:11]=[CH:12][C:13]([CH:16]([NH:23][C:24]2[CH:37]=[C:36]3[C:27]([O:28][C:29]4[C:30]([C:38]5[NH:43][C:42](=[O:44])[CH:41]=[C:40]([N:45]6[CH2:50][CH2:49][O:48][CH2:47][CH2:46]6)[CH:39]=5)=[CH:31][CH:32]=[CH:33][C:34]=4[CH2:35]3)=[CH:26][CH:25]=2)[C@@H:17]2[O:22][CH2:21][CH2:20][NH:19][CH2:18]2)=[N:14][CH:15]=1.C=O.C(=O)([O-])O.[Na+].